From a dataset of Reaction yield outcomes from USPTO patents with 853,638 reactions. Predict the reaction yield, written as a fraction of the theoretical maximum amount of product (1.0 means a 100% yield; for example, 0.34 means a 34% yield). (1) The product is [CH2:15]([S:22][C:11]1[CH:10]=[CH:9][C:8]([Cl:7])=[CH:13][N:12]=1)[C:16]1[CH:21]=[CH:20][CH:19]=[CH:18][CH:17]=1. The yield is 1.01. The reactants are C(=O)([O-])[O-].[Cs+].[Cs+].[Cl:7][C:8]1[CH:9]=[CH:10][C:11](F)=[N:12][CH:13]=1.[CH2:15]([SH:22])[C:16]1[CH:21]=[CH:20][CH:19]=[CH:18][CH:17]=1. The catalyst is CN(C=O)C.CCOCC. (2) The reactants are F[C:2]1[C:7]([N:8]2[CH2:13][CH2:12][N:11]([CH3:14])[CH2:10][CH2:9]2)=[CH:6][CH:5]=[C:4]([N+:15]([O-])=O)[C:3]=1[NH2:18]. The catalyst is O=[Mn]=O.CCOC(C)=O. The product is [CH:14]1([N:11]2[CH2:12][CH2:13][N:8]([C:7]3[CH:2]=[C:3]([NH2:18])[C:4]([NH2:15])=[CH:5][CH:6]=3)[CH2:9][CH2:10]2)[CH2:4][CH2:3][CH2:2][CH2:7]1. The yield is 0.940. (3) The reactants are C([O:9][C:10]1([CH2:23][C:24]2[CH:29]=[C:28]([O:30][CH3:31])[C:27]([O:32][CH3:33])=[C:26]([O:34][CH3:35])[CH:25]=2)[C:18]2[C:13](=[CH:14][CH:15]=[C:16]([CH3:19])[CH:17]=2)[N:12]([CH2:20][CH3:21])[C:11]1=[O:22])(=O)C1C=CC=CC=1.O.[OH-].[K+].C(O)(=O)C. The catalyst is CO. The product is [CH2:20]([N:12]1[C:13]2[C:18](=[CH:17][C:16]([CH3:19])=[CH:15][CH:14]=2)[C:10]([OH:9])([CH2:23][C:24]2[CH:29]=[C:28]([O:30][CH3:31])[C:27]([O:32][CH3:33])=[C:26]([O:34][CH3:35])[CH:25]=2)[C:11]1=[O:22])[CH3:21]. The yield is 0.850. (4) The reactants are [CH3:1][C:2]1[N:3]=[C:4]([C:12]2[NH:13][C:14]3[C:19]([CH:20]=2)=[CH:18][CH:17]=[CH:16][C:15]=3[NH:21][S:22]([C:25]2[S:26][CH:27]=[CH:28][CH:29]=2)(=[O:24])=[O:23])[S:5][C:6]=1[C:7]([O:9]CC)=[O:8].[OH-].[Na+].O1CCCC1. The catalyst is CO. The product is [CH3:1][C:2]1[N:3]=[C:4]([C:12]2[NH:13][C:14]3[C:19]([CH:20]=2)=[CH:18][CH:17]=[CH:16][C:15]=3[NH:21][S:22]([C:25]2[S:26][CH:27]=[CH:28][CH:29]=2)(=[O:24])=[O:23])[S:5][C:6]=1[C:7]([OH:9])=[O:8]. The yield is 0.440. (5) The reactants are [CH3:1][N:2]([CH3:15])[C:3]1[CH:8]=[CH:7][C:6]([O:9][CH3:10])=[CH:5][C:4]=1[NH:11][C:12](=O)[CH3:13].CO. The catalyst is C1COCC1. The product is [CH3:15][N:2]([CH3:1])[C:3]1[CH:8]=[CH:7][C:6]([O:9][CH3:10])=[CH:5][C:4]=1[NH:11][CH2:12][CH3:13]. The yield is 0.960.